Dataset: Catalyst prediction with 721,799 reactions and 888 catalyst types from USPTO. Task: Predict which catalyst facilitates the given reaction. (1) Reactant: Cl.[F:2][C:3]([F:14])([F:13])[O:4][C:5]1[CH:10]=[CH:9][C:8]([NH:11][NH2:12])=[CH:7][CH:6]=1.C(O[CH:18]=[C:19]([C:25]([CH3:27])=O)[C:20]([O:22]CC)=[O:21])C.[OH-].[Na+].Cl. Product: [CH3:27][C:25]1[N:11]([C:8]2[CH:7]=[CH:6][C:5]([O:4][C:3]([F:13])([F:14])[F:2])=[CH:10][CH:9]=2)[N:12]=[CH:18][C:19]=1[C:20]([OH:22])=[O:21]. The catalyst class is: 40. (2) Product: [OH:48][CH2:47][CH2:49][NH:50][C:32](=[O:34])[CH2:31][N:19]1[CH:20]=[C:21]([C:22]2[CH:27]=[CH:26][N:25]=[C:24]3[NH:28][CH:29]=[CH:30][C:23]=23)[C:17]([C:14]2[CH:15]=[CH:16][C:11]([NH:10][C:8]([NH:7][C:1]3[CH:2]=[CH:3][CH:4]=[CH:5][CH:6]=3)=[O:9])=[CH:12][CH:13]=2)=[N:18]1. Reactant: [C:1]1([NH:7][C:8]([NH:10][C:11]2[CH:16]=[CH:15][C:14]([C:17]3[C:21]([C:22]4[CH:27]=[CH:26][N:25]=[C:24]5[NH:28][CH:29]=[CH:30][C:23]=45)=[CH:20][N:19]([CH2:31][C:32]([OH:34])=O)[N:18]=3)=[CH:13][CH:12]=2)=[O:9])[CH:6]=[CH:5][CH:4]=[CH:3][CH:2]=1.C(N1C=CN=C1)(N1C=CN=C1)=O.[CH2:47]([CH2:49][NH2:50])[OH:48]. The catalyst class is: 9. (3) Reactant: Br[C:2]1[C:6]2=[N:7][CH:8]=[CH:9][CH:10]=[C:5]2[S:4][C:3]=1[CH3:11].[CH2:12]([CH:14]([C:17]1[C:18]2[N:19]([C:24](I)=[C:25]([CH3:27])[N:26]=2)[N:20]=[C:21]([CH3:23])[CH:22]=1)[CH2:15][CH3:16])[CH3:13]. Product: [CH2:12]([CH:14]([C:17]1[C:18]2[N:19]([C:24]([C:2]3[C:6]4=[N:7][CH:8]=[CH:9][CH:10]=[C:5]4[S:4][C:3]=3[CH3:11])=[C:25]([CH3:27])[N:26]=2)[N:20]=[C:21]([CH3:23])[CH:22]=1)[CH2:15][CH3:16])[CH3:13]. The catalyst class is: 324. (4) Reactant: [CH2:1]([N:7]1[C:12]2=[N:13][C:14]([C:24]3[CH:29]=[CH:28][C:27]([CH3:30])=[CH:26][CH:25]=3)=[C:15]([C:17]3[CH:22]=[CH:21][C:20]([CH3:23])=[CH:19][CH:18]=3)[N:16]=[C:11]2[CH2:10][CH2:9][CH2:8]1)[CH2:2][CH2:3][CH2:4][CH:5]=[CH2:6].C(=O)([O-])O.[K+].[Br:36][C:37](Br)=[N:38][OH:39]. Product: [Br:36][C:37]1[CH2:6][CH:5]([CH2:4][CH2:3][CH2:2][CH2:1][N:7]2[C:12]3=[N:13][C:14]([C:24]4[CH:29]=[CH:28][C:27]([CH3:30])=[CH:26][CH:25]=4)=[C:15]([C:17]4[CH:18]=[CH:19][C:20]([CH3:23])=[CH:21][CH:22]=4)[N:16]=[C:11]3[CH2:10][CH2:9][CH2:8]2)[O:39][N:38]=1. The catalyst class is: 25. (5) Reactant: Br[C:2]1[C:6]2[CH:7]([O:13][CH3:14])[NH:8][CH:9]=[C:10]([C:11]#[N:12])[C:5]=2[N:4]([CH:15]2[CH2:19][CH2:18][CH2:17][CH2:16]2)[CH:3]=1.CC1(C)C(C)(C)OB([C:28]2[CH:29]=[C:30]([CH2:33][C:34]#[N:35])[S:31][CH:32]=2)O1.C(=O)([O-])[O-].[Na+].[Na+].COCCOC. Product: [C:34]([CH2:33][C:30]1[S:31][CH:32]=[C:28]([C:2]2[C:6]3[C:7]([O:13][CH3:14])=[N:8][CH:9]=[C:10]([C:11]#[N:12])[C:5]=3[N:4]([CH:15]3[CH2:19][CH2:18][CH2:17][CH2:16]3)[CH:3]=2)[CH:29]=1)#[N:35]. The catalyst class is: 103.